This data is from Forward reaction prediction with 1.9M reactions from USPTO patents (1976-2016). The task is: Predict the product of the given reaction. (1) Given the reactants [OH:1][CH2:2][CH2:3][CH:4]1[CH2:9][CH2:8][N:7]([CH:10]=[O:11])[CH2:6][CH2:5]1.CCN(CC)CC.[C:19]1([CH3:29])[CH:24]=[CH:23][C:22]([S:25](Cl)(=[O:27])=[O:26])=[CH:21][CH:20]=1, predict the reaction product. The product is: [CH:10]([N:7]1[CH2:6][CH2:5][CH:4]([CH2:3][CH2:2][O:1][S:25]([C:22]2[CH:23]=[CH:24][C:19]([CH3:29])=[CH:20][CH:21]=2)(=[O:27])=[O:26])[CH2:9][CH2:8]1)=[O:11]. (2) Given the reactants F[C:2]1[C:7]2[N:8]=[CH:9][N:10]([C@H:11]3[C@H:18]4[C@H:14]([O:15][C:16]([CH3:20])([CH3:19])[O:17]4)[C@@H:13]([CH3:21])[CH2:12]3)[C:6]=2[C:5]([F:22])=[CH:4][N:3]=1.F[C:24]1[C:29]2[N:30]([C@H:33]3[C@H:40]4[C@H:36]([O:37][C:38]([CH3:42])([CH3:41])[O:39]4)[C@@H:35]([CH3:43])[CH2:34]3)[CH:31]=[N:32][C:28]=2[C:27]([F:44])=[CH:26][N:25]=1, predict the reaction product. The product is: [F:22][C:5]1[C:6]2[N:10]([C@H:11]3[C@H:18]4[C@H:14]([O:15][C:16]([CH3:20])([CH3:19])[O:17]4)[C@@H:13]([CH3:21])[CH2:12]3)[CH:9]=[N:8][C:7]=2[C:2]([NH2:25])=[N:3][CH:4]=1.[F:44][C:27]1[C:28]2[N:32]=[CH:31][N:30]([C@H:33]3[C@H:40]4[C@H:36]([O:37][C:38]([CH3:42])([CH3:41])[O:39]4)[C@@H:35]([CH3:43])[CH2:34]3)[C:29]=2[C:24]([NH2:3])=[N:25][CH:26]=1. (3) Given the reactants [C:1]([C:4]1[CH:5]=[C:6]([N:11]2[C:16](=[O:17])[NH:15][C:14](=[O:18])[C:13](C(O)=O)=[N:12]2)[CH:7]=[CH:8][C:9]=1[CH3:10])([OH:3])=[O:2].[OH-].[Na+].SCC(O)=O, predict the reaction product. The product is: [O:17]=[C:16]1[NH:15][C:14](=[O:18])[CH:13]=[N:12][N:11]1[C:6]1[CH:7]=[CH:8][C:9]([CH3:10])=[C:4]([CH:5]=1)[C:1]([OH:3])=[O:2].